From a dataset of Full USPTO retrosynthesis dataset with 1.9M reactions from patents (1976-2016). Predict the reactants needed to synthesize the given product. (1) The reactants are: [N:1]1[CH:6]=[CH:5][C:4]([OH:7])=[CH:3][CH:2]=1.O[CH:9]1[CH2:12][N:11]([C:13]([O:15][C:16]([CH3:19])([CH3:18])[CH3:17])=[O:14])[CH2:10]1.C1C=CC(P(C2C=CC=CC=2)C2C=CC=CC=2)=CC=1.CC(OC(/N=N/C(OC(C)C)=O)=O)C. Given the product [N:1]1[CH:6]=[CH:5][C:4]([O:7][CH:9]2[CH2:10][N:11]([C:13]([O:15][C:16]([CH3:19])([CH3:18])[CH3:17])=[O:14])[CH2:12]2)=[CH:3][CH:2]=1, predict the reactants needed to synthesize it. (2) Given the product [NH2:1][C:4]1[CH:9]=[CH:8][C:7]([C:10]2[CH:15]=[CH:14][CH:13]=[CH:12][C:11]=2[CH2:16][CH2:17][NH:18][S:19]([C:22]2[CH:23]=[CH:24][CH:25]=[CH:26][CH:27]=2)(=[O:21])=[O:20])=[CH:6][C:5]=1[CH2:28][NH:29][CH2:30][CH2:31][CH3:32], predict the reactants needed to synthesize it. The reactants are: [N+:1]([C:4]1[CH:9]=[CH:8][C:7]([C:10]2[CH:15]=[CH:14][CH:13]=[CH:12][C:11]=2[CH2:16][CH2:17][NH:18][S:19]([C:22]2[CH:27]=[CH:26][CH:25]=[CH:24][CH:23]=2)(=[O:21])=[O:20])=[CH:6][C:5]=1[CH2:28][NH:29][CH2:30][CH2:31][CH3:32])([O-])=O.S1C=CC=C1.O=[Si]=O. (3) The reactants are: [CH:1]([N:4]1[C:28](=[O:29])[C:27]2[N:12]3[CH2:13][CH2:14][C:15]4[CH:16]=[C:17]([O:25][CH3:26])[C:18]([O:21][CH:22]([CH3:24])[CH3:23])=[CH:19][C:20]=4[C:11]3=[C:10]([C:30]3[S:31][CH:32]=[CH:33][CH:34]=3)[C:9]=2[CH2:8][NH:7][CH2:6][CH2:5]1)([CH3:3])[CH3:2].[C:35](OC(=O)C)(=[O:37])[CH3:36]. Given the product [C:35]([N:7]1[CH2:8][C:9]2[C:10]([C:30]3[S:31][CH:32]=[CH:33][CH:34]=3)=[C:11]3[C:20]4[CH:19]=[C:18]([O:21][CH:22]([CH3:23])[CH3:24])[C:17]([O:25][CH3:26])=[CH:16][C:15]=4[CH2:14][CH2:13][N:12]3[C:27]=2[C:28](=[O:29])[N:4]([CH:1]([CH3:2])[CH3:3])[CH2:5][CH2:6]1)(=[O:37])[CH3:36], predict the reactants needed to synthesize it. (4) Given the product [CH2:22]([O:21][C:19]([NH:18][C@H:15]1[CH2:16][CH2:17][N:13]([C@H:5]2[CH2:4][CH2:3][C@@H:2]([N:1]([CH:31]([CH3:33])[CH3:30])[CH3:36])[CH2:7][C@@H:6]2[C:8]([O:10][CH2:11][CH3:12])=[O:9])[C:14]1=[O:29])=[O:20])[C:23]1[CH:24]=[CH:25][CH:26]=[CH:27][CH:28]=1, predict the reactants needed to synthesize it. The reactants are: [NH2:1][C@H:2]1[CH2:7][C@H:6]([C:8]([O:10][CH2:11][CH3:12])=[O:9])[C@@H:5]([N:13]2[CH2:17][CH2:16][C@H:15]([NH:18][C:19]([O:21][CH2:22][C:23]3[CH:28]=[CH:27][CH:26]=[CH:25][CH:24]=3)=[O:20])[C:14]2=[O:29])[CH2:4][CH2:3]1.[CH3:30][C:31]([CH3:33])=O.[BH-](OC(C)=O)(OC(C)=O)O[C:36](C)=O.[Na+].C=O. (5) The reactants are: COC(OC)[N:4]([CH3:6])C.[Cl:9][C:10]1[CH:30]=[CH:29][C:13]([O:14][CH2:15][C:16]2[CH:21]=[CH:20][CH:19]=[CH:18][C:17]=2[C:22](=[N:26][O:27][CH3:28])[C:23]([NH2:25])=O)=[CH:12][CH:11]=1.[CH3:31][NH:32]N.C(O)(=O)C. Given the product [CH3:28][O:27][N:26]=[C:22]([C:23]1[N:4]([CH3:6])[N:32]=[CH:31][N:25]=1)[C:17]1[CH:18]=[CH:19][CH:20]=[CH:21][C:16]=1[CH2:15][O:14][C:13]1[CH:29]=[CH:30][C:10]([Cl:9])=[CH:11][CH:12]=1, predict the reactants needed to synthesize it. (6) Given the product [Cl:1][C:2]1[CH:7]=[CH:6][CH:5]=[CH:4][C:3]=1[C:8]1[N:13]=[C:12]2[O:14][C:25]([C:26](=[O:31])[C:27]([CH3:30])([CH3:29])[CH3:28])=[CH:15][C:11]2=[CH:10][C:9]=1[C:17]1[CH:18]=[CH:19][C:20]([Cl:23])=[CH:21][CH:22]=1, predict the reactants needed to synthesize it. The reactants are: [Cl:1][C:2]1[CH:7]=[CH:6][CH:5]=[CH:4][C:3]=1[C:8]1[NH:13][C:12](=[O:14])[C:11]([CH:15]=O)=[CH:10][C:9]=1[C:17]1[CH:22]=[CH:21][C:20]([Cl:23])=[CH:19][CH:18]=1.Cl[CH2:25][C:26](=[O:31])[C:27]([CH3:30])([CH3:29])[CH3:28].C([O-])([O-])=O.[Cs+].[Cs+]. (7) Given the product [CH3:9][O:8][C:5]1[CH:6]=[CH:7][C:2]([CH:1]=[N:19][C@H:12]([C:13]2[CH:18]=[CH:17][CH:16]=[CH:15][CH:14]=2)[CH3:11])=[CH:3][CH:4]=1, predict the reactants needed to synthesize it. The reactants are: [CH:1](=O)[C:2]1[CH:7]=[CH:6][C:5]([O:8][CH3:9])=[CH:4][CH:3]=1.[CH3:11][C@H:12]([NH2:19])[C:13]1[CH:18]=[CH:17][CH:16]=[CH:15][CH:14]=1.O. (8) Given the product [NH2:2][S:1]([C:5]1[CH:6]=[C:7]([C:11]2[NH:29][C:14]3=[N:15][CH:16]=[CH:17][C:18]([C:19]4[CH:20]=[C:21]([NH:25][C:26](=[O:28])[CH3:27])[CH:22]=[CH:23][CH:24]=4)=[C:13]3[CH:12]=2)[CH:8]=[CH:9][CH:10]=1)(=[O:3])=[O:4], predict the reactants needed to synthesize it. The reactants are: [S:1]([C:5]1[CH:6]=[C:7]([C:11]2[N:29](COCC[Si](C)(C)C)[C:14]3=[N:15][CH:16]=[CH:17][C:18]([C:19]4[CH:20]=[C:21]([NH:25][C:26](=[O:28])[CH3:27])[CH:22]=[CH:23][CH:24]=4)=[C:13]3[CH:12]=2)[CH:8]=[CH:9][CH:10]=1)(=[O:4])(=[O:3])[NH2:2].O.O.O.[F-].C([N+](CCCC)(CCCC)CCCC)CCC.CN(C=O)C. (9) Given the product [F:23][C:16]1[C:17]([O:22][C:2]2[N:7]=[CH:6][CH:5]=[CH:4][N:3]=2)=[C:18]([CH3:21])[CH:19]=[CH:20][C:15]=1[C:12]1[N:13]=[CH:14][C:9]([NH2:8])=[N:10][CH:11]=1, predict the reactants needed to synthesize it. The reactants are: Cl[C:2]1[N:7]=[CH:6][CH:5]=[CH:4][N:3]=1.[NH2:8][C:9]1[N:10]=[CH:11][C:12]([C:15]2[C:16]([F:23])=[C:17]([OH:22])[C:18]([CH3:21])=[CH:19][CH:20]=2)=[N:13][CH:14]=1.